This data is from Full USPTO retrosynthesis dataset with 1.9M reactions from patents (1976-2016). The task is: Predict the reactants needed to synthesize the given product. (1) Given the product [Cl:14][C:15]1[CH:16]=[C:17]([N:21]([CH3:22])[C:7](=[O:13])[CH2:8][CH2:9][C:10]#[CH:11])[CH:18]=[CH:19][CH:20]=1, predict the reactants needed to synthesize it. The reactants are: C(Cl)(=O)C(Cl)=O.[C:7]([OH:13])(=O)[CH2:8][CH2:9][C:10]#[CH:11].[Cl:14][C:15]1[CH:16]=[C:17]([NH:21][CH3:22])[CH:18]=[CH:19][CH:20]=1. (2) Given the product [CH3:51][O:50][C:48](=[O:49])[NH:1][C:2]1[CH:31]=[CH:30][C:5]2[N:6]=[C:7]([C:12]3[C:13](=[O:29])[N:14]([CH2:24][CH2:25][CH:26]([CH3:28])[CH3:27])[N:15]=[C:16]([C:19]4[S:20][CH:21]=[CH:22][CH:23]=4)[C:17]=3[OH:18])[NH:8][S:9](=[O:10])(=[O:11])[C:4]=2[CH:3]=1, predict the reactants needed to synthesize it. The reactants are: [NH2:1][C:2]1[CH:31]=[CH:30][C:5]2[N:6]=[C:7]([C:12]3[C:13](=[O:29])[N:14]([CH2:24][CH2:25][CH:26]([CH3:28])[CH3:27])[N:15]=[C:16]([C:19]4[S:20][CH:21]=[CH:22][CH:23]=4)[C:17]=3[OH:18])[NH:8][S:9](=[O:11])(=[O:10])[C:4]=2[CH:3]=1.C(N(CC)C(C)C)(C)C.N1C=CC=CC=1.Cl[C:48]([O:50][CH3:51])=[O:49]. (3) Given the product [CH3:5][CH:4]1[CH2:3][CH:2]([CH3:1])[O:7][C:9]2([CH:10]([CH3:19])[CH2:11][CH2:12][CH2:13][CH:8]2[CH3:18])[O:6]1, predict the reactants needed to synthesize it. The reactants are: [CH3:1][CH:2]([OH:7])[CH2:3][CH:4]([OH:6])[CH3:5].[C:8]1([CH3:18])[CH:13]=[CH:12][C:11](S(O)(=O)=O)=[CH:10][CH:9]=1.[C:19]1(C)C=CC=CC=1. (4) Given the product [CH3:23][C:24]1[CH:29]=[CH:28][CH:27]=[C:26]([CH3:30])[C:25]=1[C:2]1[S:6][C:5]([C:7]2[CH:12]=[CH:11][N:10]=[C:9]([NH:13][C:14]3[CH:15]=[C:16]([CH:20]([OH:22])[CH3:21])[CH:17]=[CH:18][CH:19]=3)[N:8]=2)=[CH:4][CH:3]=1, predict the reactants needed to synthesize it. The reactants are: Br[C:2]1[S:6][C:5]([C:7]2[CH:12]=[CH:11][N:10]=[C:9]([NH:13][C:14]3[CH:15]=[C:16]([CH:20]([OH:22])[CH3:21])[CH:17]=[CH:18][CH:19]=3)[N:8]=2)=[CH:4][CH:3]=1.[CH3:23][C:24]1[CH:29]=[CH:28][CH:27]=[C:26]([CH3:30])[C:25]=1B(O)O. (5) Given the product [CH:1]1[C:13]2[CH2:12][C:11]3[C:6](=[CH:7][CH:8]=[CH:9][CH:10]=3)[C:5]=2[CH:4]=[CH:3][C:2]=1[CH2:14][OH:15], predict the reactants needed to synthesize it. The reactants are: [CH:1]1[C:13]2[CH2:12][C:11]3[C:6](=[CH:7][CH:8]=[CH:9][CH:10]=3)[C:5]=2[CH:4]=[CH:3][C:2]=1[CH:14]=[O:15].[BH4-].[Na+].O. (6) Given the product [CH2:22]([S:29][C:2]1[CH:3]=[C:4]2[C:9](=[CH:10][CH:11]=1)[C:8]([Cl:12])=[N:7][N:6]=[CH:5]2)[C:23]1[CH:28]=[CH:27][CH:26]=[CH:25][CH:24]=1, predict the reactants needed to synthesize it. The reactants are: Br[C:2]1[CH:3]=[C:4]2[C:9](=[CH:10][CH:11]=1)[C:8]([Cl:12])=[N:7][N:6]=[CH:5]2.C(N(CC)C(C)C)(C)C.[CH2:22]([SH:29])[C:23]1[CH:28]=[CH:27][CH:26]=[CH:25][CH:24]=1. (7) Given the product [N:10]1([C:7]2[CH:6]=[CH:5][C:4]([NH2:1])=[N:9][CH:8]=2)[CH2:15][CH2:14][O:13][CH2:12][CH2:11]1, predict the reactants needed to synthesize it. The reactants are: [N+:1]([C:4]1[N:9]=[CH:8][C:7]([N:10]2[CH2:15][CH2:14][O:13][CH2:12][CH2:11]2)=[CH:6][CH:5]=1)([O-])=O. (8) Given the product [O:1]=[C:2]1[N:8]([CH:9]2[CH2:10][CH2:11][N:12]([C:15]([O:17][C@H:18]([CH2:19][C:20]3[CH:25]=[C:24]([C:26]([F:29])([F:27])[F:28])[C:23]([NH2:30])=[C:22]([Cl:31])[CH:21]=3)[C:32](=[O:33])[N:42]3[CH2:41][CH2:40][N:39]([CH:45]4[CH2:50][CH2:49][NH:48][CH2:47][CH2:46]4)[CH2:44][CH2:43]3)=[O:16])[CH2:13][CH2:14]2)[CH2:7][CH2:6][C:5]2[CH:35]=[CH:36][CH:37]=[CH:38][C:4]=2[NH:3]1, predict the reactants needed to synthesize it. The reactants are: [O:1]=[C:2]1[N:8]([CH:9]2[CH2:14][CH2:13][N:12]([C:15]([O:17][C@@H:18]([C:32](O)=[O:33])[CH2:19][C:20]3[CH:25]=[C:24]([C:26]([F:29])([F:28])[F:27])[C:23]([NH2:30])=[C:22]([Cl:31])[CH:21]=3)=[O:16])[CH2:11][CH2:10]2)[CH2:7][CH2:6][C:5]2[CH:35]=[CH:36][CH:37]=[CH:38][C:4]=2[NH:3]1.[N:39]1([CH:45]2[CH2:50][CH2:49][N:48](C(OCC3C=CC=CC=3)=O)[CH2:47][CH2:46]2)[CH2:44][CH2:43][NH:42][CH2:41][CH2:40]1.CN(C(ON1N=NC2C=CC=CC1=2)=[N+](C)C)C.[B-](F)(F)(F)F.C(N(CC)CC)C.C([O-])([O-])=O.[K+].[K+].